This data is from Forward reaction prediction with 1.9M reactions from USPTO patents (1976-2016). The task is: Predict the product of the given reaction. (1) Given the reactants [Cl:1][C:2]1[C:3](C(O)=O)=[CH:4][C:5]2[C:10]([CH:11]=1)=[CH:9][CH:8]=[CH:7][CH:6]=2.C([N:17]([CH2:20]C)CC)C.C1C=CC(P(N=[N+]=[N-])(C2C=CC=CC=2)=[O:29])=CC=1.[CH3:39][CH2:40][OH:41], predict the reaction product. The product is: [CH2:40]([O:41][C:20](=[O:29])[NH:17][C:3]1[C:2]([Cl:1])=[CH:11][C:10]2[C:5](=[CH:6][CH:7]=[CH:8][CH:9]=2)[CH:4]=1)[CH3:39]. (2) The product is: [Br:13][C:14]1[C:22]2[S:21][N:20]=[CH:19][C:18]=2[CH:17]=[C:16]([I:28])[CH:15]=1. Given the reactants O.C1(C)C=CC(S(O)(=O)=O)=CC=1.[Br:13][C:14]1[C:22]2[S:21][N:20]=[CH:19][C:18]=2[CH:17]=[C:16](N)[CH:15]=1.N([O-])=O.[Na+].[I-:28].[K+].C(=O)(O)[O-].[Na+].S([O-])([O-])(=O)=S.[Na+].[Na+], predict the reaction product. (3) Given the reactants [Cl:1][C:2]1[CH:7]=[CH:6][C:5]([C@@H:8]([C:19]2[CH:24]=[CH:23][C:22]([C:25]3[CH:30]=[CH:29][C:28]([C:31]([OH:33])=[O:32])=[CH:27][CH:26]=3)=[CH:21][CH:20]=2)[CH2:9][C:10]([C:12]2[CH:17]=[CH:16][N:15]=[C:14]([CH3:18])[CH:13]=2)=O)=[C:4]([CH3:34])[CH:3]=1.Cl.[NH2:36][OH:37].C(=O)([O-])O.[Na+], predict the reaction product. The product is: [Cl:1][C:2]1[CH:7]=[CH:6][C:5]([C@@H:8]([C:19]2[CH:20]=[CH:21][C:22]([C:25]3[CH:30]=[CH:29][C:28]([C:31]([OH:33])=[O:32])=[CH:27][CH:26]=3)=[CH:23][CH:24]=2)[CH2:9]/[C:10](=[N:36]\[OH:37])/[C:12]2[CH:17]=[CH:16][N:15]=[C:14]([CH3:18])[CH:13]=2)=[C:4]([CH3:34])[CH:3]=1. (4) Given the reactants [Br-].[OH:2][C:3]1[CH:28]=[C:27]([O:29][CH3:30])[CH:26]=[CH:25][C:4]=1[CH2:5][P+](C1C=CC=CC=1)(C1C=CC=CC=1)C1C=CC=CC=1.[N+:31]([C:34]1[CH:35]=[C:36]([CH:40]=[CH:41][N:42]=1)[C:37](Cl)=O)([O-:33])=[O:32], predict the reaction product. The product is: [N+:31]([C:34]1[CH:35]=[C:36]([C:37]2[O:2][C:3]3[CH:28]=[C:27]([O:29][CH3:30])[CH:26]=[CH:25][C:4]=3[CH:5]=2)[CH:40]=[CH:41][N:42]=1)([O-:33])=[O:32]. (5) Given the reactants [O:1]1[CH2:6][CH2:5][N:4]([C:7]23[C:34]4[CH:33]=[CH:32][C:31]([CH:35]([OH:38])CO)=[CH:30][C:29]=4[O:28][CH2:27][CH:8]2[C:9]([C:12]2[O:16][N:15]=[C:14]([C:17]4[CH:22]=[CH:21][CH:20]=[CH:19][CH:18]=4)[C:13]=2[C:23]([F:26])([F:25])[F:24])=[N:10][O:11]3)[CH2:3][CH2:2]1.I([O-])(=O)(=O)=O.[Na+], predict the reaction product. The product is: [O:1]1[CH2:2][CH2:3][N:4]([C:7]23[C:34]4[CH:33]=[CH:32][C:31]([CH:35]=[O:38])=[CH:30][C:29]=4[O:28][CH2:27][CH:8]2[C:9]([C:12]2[O:16][N:15]=[C:14]([C:17]4[CH:18]=[CH:19][CH:20]=[CH:21][CH:22]=4)[C:13]=2[C:23]([F:25])([F:26])[F:24])=[N:10][O:11]3)[CH2:5][CH2:6]1. (6) Given the reactants C([N:4]1[CH:8]=[CH:7][N:6]=[C:5]1[C:9]1[S:13][C:12]([C:14]2[CH:19]=[CH:18][N:17]=[C:16]([NH:20][C:21](=[O:23])[CH3:22])[CH:15]=2)=[N:11][C:10]=1[CH2:24][C:25]1[CH:30]=[CH:29][CH:28]=[CH:27][CH:26]=1)C=C.C1([SiH3])C=CC=CC=1, predict the reaction product. The product is: [CH2:24]([C:10]1[N:11]=[C:12]([C:14]2[CH:19]=[CH:18][N:17]=[C:16]([NH:20][C:21](=[O:23])[CH3:22])[CH:15]=2)[S:13][C:9]=1[C:5]1[NH:6][CH:7]=[CH:8][N:4]=1)[C:25]1[CH:30]=[CH:29][CH:28]=[CH:27][CH:26]=1.